This data is from Catalyst prediction with 721,799 reactions and 888 catalyst types from USPTO. The task is: Predict which catalyst facilitates the given reaction. (1) Reactant: CON(C)[C:4]([C:6]1[CH:7]=[CH:8][C:9]([NH:12][C:13](=[O:19])[O:14][C:15]([CH3:18])([CH3:17])[CH3:16])=[N:10][CH:11]=1)=[O:5].[CH3:21][O:22][C:23]1[CH:28]=[CH:27][C:26]([Mg]Br)=[CH:25][CH:24]=1. Product: [CH3:21][O:22][C:23]1[CH:28]=[CH:27][C:26]([C:4]([C:6]2[CH:7]=[CH:8][C:9]([NH:12][C:13](=[O:19])[O:14][C:15]([CH3:16])([CH3:17])[CH3:18])=[N:10][CH:11]=2)=[O:5])=[CH:25][CH:24]=1. The catalyst class is: 1. (2) Reactant: Br[C:2]1[CH:3]=[CH:4][C:5](=[O:9])[N:6]([CH3:8])[CH:7]=1.[CH3:10][C:11]1([CH3:27])[C:15]([CH3:17])([CH3:16])[O:14][B:13]([B:13]2[O:14][C:15]([CH3:17])([CH3:16])[C:11]([CH3:27])([CH3:10])[O:12]2)[O:12]1.C([O-])(=O)C.[Na+]. Product: [CH3:8][N:6]1[CH:7]=[C:2]([B:13]2[O:14][C:15]([CH3:17])([CH3:16])[C:11]([CH3:27])([CH3:10])[O:12]2)[CH:3]=[CH:4][C:5]1=[O:9]. The catalyst class is: 12.